Dataset: Forward reaction prediction with 1.9M reactions from USPTO patents (1976-2016). Task: Predict the product of the given reaction. (1) Given the reactants [Cl:1][C:2]1[N:7]=[C:6]([C:8]([NH:10][C:11]2[CH:15]=[CH:14][N:13]([CH3:16])[N:12]=2)=[O:9])[C:5]([S:17][C:18]2[CH:23]=[CH:22][C:21]([OH:24])=[CH:20][CH:19]=2)=[CH:4][CH:3]=1.[CH3:25][O:26][CH2:27]Cl.C(N(C(C)C)CC)(C)C, predict the reaction product. The product is: [Cl:1][C:2]1[N:7]=[C:6]([C:8]([NH:10][C:11]2[CH:15]=[CH:14][N:13]([CH3:16])[N:12]=2)=[O:9])[C:5]([S:17][C:18]2[CH:23]=[CH:22][C:21]([O:24][CH2:25][O:26][CH3:27])=[CH:20][CH:19]=2)=[CH:4][CH:3]=1. (2) Given the reactants [C:1]([O:11][C:12]([C:15](I)([F:17])[F:16])([F:14])[F:13])([C:4]([C:7]([F:10])([F:9])[F:8])([F:6])[F:5])([F:3])[F:2].[CH2:19]=C.CN[CH:23]=[O:24].O, predict the reaction product. The product is: [C:1]([O:11][C:12]([C:15]([CH2:19][CH2:23][OH:24])([F:17])[F:16])([F:14])[F:13])([C:4]([C:7]([F:10])([F:9])[F:8])([F:6])[F:5])([F:3])[F:2]. (3) The product is: [Cl:39][C:21]1[C:22]([NH:24][C:25]2[CH:30]=[CH:29][C:28]([N:31]3[CH2:32][CH2:33][O:34][CH2:35][CH2:36]3)=[CH:27][C:26]=2[O:37][CH3:38])=[N:23][C:18]([NH:16][C:13]2[CH:14]=[CH:15][C:8]3[CH2:7][CH2:6][N:5]([S:2]([CH3:1])(=[O:4])=[O:3])[CH2:11][CH2:10][C:9]=3[CH:12]=2)=[N:19][CH:20]=1. Given the reactants [CH3:1][S:2]([N:5]1[CH2:11][CH2:10][C:9]2[CH:12]=[C:13]([NH2:16])[CH:14]=[CH:15][C:8]=2[CH2:7][CH2:6]1)(=[O:4])=[O:3].Cl[C:18]1[N:23]=[C:22]([NH:24][C:25]2[CH:30]=[CH:29][C:28]([N:31]3[CH2:36][CH2:35][O:34][CH2:33][CH2:32]3)=[CH:27][C:26]=2[O:37][CH3:38])[C:21]([Cl:39])=[CH:20][N:19]=1, predict the reaction product. (4) The product is: [ClH:20].[C:1]1([C:7]2[N:8]=[C:9]3[CH2:14][CH2:13][CH:12]([C:15]([OH:17])=[O:16])[CH2:11][N:10]3[CH:19]=2)[CH:2]=[CH:3][CH:4]=[CH:5][CH:6]=1. Given the reactants [C:1]1([C:7]2[N:8]=[C:9]3[CH2:14][CH2:13][CH:12]([C:15]([O:17]C)=[O:16])[CH2:11][N:10]3[CH:19]=2)[CH:6]=[CH:5][CH:4]=[CH:3][CH:2]=1.[ClH:20], predict the reaction product.